Multi-output Regression. Predict 5 antibody developability metrics. From a dataset of TAP: 5 developability metrics (CDR length, charge patches, hydrophobicity). (1) The antibody is ["['QVQLVQSGAEVKKPGASVKVSCKGSGYTFTSYWMHWVRQAPGQRLEWIGEIDPSESNTNYNQKFKGRVTLTVDISASTAYMELSSLRSEDTAVYYCARGGYDGWDYAIDYWGQGTLVTVSS'\\n 'DVVMTQSPLSLPVTPGEPASISCRSSQSLAKSYGNTYLSWYLQKPGQSPQLLIYGISNRFSGVPDRFSGSGSGTDFTLKISRVEAEDVGVYYCLQGTHQPYTFGQGTKVEIK']"]. Developability metrics: CDR_Length=53.0, PSH=116, PPC=0.00510, PNC=0.344, SFvCSP=0. (2) The antibody is ["['EVQLVESGGGLVQPGGSLRLSCAASGFTFSNYWISWVRQAPGKGLEWVAEIRSESDASATHYAEAVKGRFTISRDNAKNSLYLQMNSLRAEDTAVYYCLAYFDYGLAIQNYWGQGTLVTVSS'\\n 'EIVLTQSPATLSLSPGERATLSCKASKRVTTYVSWYQQKPGQAPRLLIYGASNRYLGIPARFSGSGSGTDFTLTISSLEPEDFAVYYCSQSYNYPYTFGQGTKLEIK']"]. Developability metrics: CDR_Length=49.0, PSH=129, PPC=1.17, PNC=0.356, SFvCSP=0.500. (3) The antibody is ["['EVQLVESGGGLVQPGGSLRLSCAASGYSFTGYYIHWVRQAPGKGLEWVARVIPNAGGTSYNQKFKGRFTLSVDNSKNTAYLQMNSLRAEDTAVYYCAREGIYWWGQGTLVTVSS'\\n 'DIQMTQSPSSLSASVGDRVTITCRSSQSLVHSNGNTFLHWYQQKPGKAPKLLIYTVSNRFSGVPSRFSGSGSGTDFTLTISSLQPEDFATYFCSQTTHVPWTFGQGTKVEIK']"]. Developability metrics: CDR_Length=46.0, PSH=124, PPC=0.000600, PNC=0, SFvCSP=17.2. (4) The antibody is ["['EVQLVQSGGGVERPGGSLRLSCAASGFTFDDYAMSWVRQAPGKGLEWVSGINWQGGSTGYADSVKGRVTISRDNAKNSLYLQMNSLRAEDTAVYYCAKILGAGRGWYFDYWGKGTTVTVSS'\\n 'SELTQDPAVSVALGQTVRITCSGDSLRSYYASWYQQKPGQAPVLVIYGANNRPSGIPDRFSGSSSGNTASLTITGAQAEDEADYYCNSADSSGNHVVFGGGTKLTVL']"]. Developability metrics: CDR_Length=50.0, PSH=166, PPC=0, PNC=1.22, SFvCSP=-1.90. (5) The antibody is ["['EVQLVESGGGLVQPGGSLRLSCAASGFTFSSYVMSWVRQAPGKGLEWVATISSGGSYTYYPDSVKGRFTISRDNAKNTLYLQMNSLRAEDTAVYYCARRGDSMITTDYWGQGTLVTVSS'\\n 'DIQMTQSPSSLSASVGDRVTITCKASQDVGTAVAWYQQKPGKAPKLLIYWASTRHTGVPSRFSGSGSGTDFTLTISSLQPEDFATYYCQQYSSYRTFGQGTKVEIK']"]. Developability metrics: CDR_Length=45.0, PSH=104, PPC=0.111, PNC=0.0939, SFvCSP=3.10.